From a dataset of Catalyst prediction with 721,799 reactions and 888 catalyst types from USPTO. Predict which catalyst facilitates the given reaction. (1) Reactant: [I:1][C:2]1[NH:6][N:5]=[C:4]([CH3:7])[C:3]=1[C:8]([O:10][CH2:11][CH3:12])=[O:9].[O:13]1[CH:18]=[CH:17][CH2:16][CH2:15][CH2:14]1.C1(C)C(S(O)(=O)=O)=CC=CC=1.C(=O)(O)[O-].[Na+]. Product: [I:1][C:2]1[N:6]([CH:14]2[CH2:15][CH2:16][CH2:17][CH2:18][O:13]2)[N:5]=[C:4]([CH3:7])[C:3]=1[C:8]([O:10][CH2:11][CH3:12])=[O:9]. The catalyst class is: 30. (2) Reactant: Br[C:2]1[CH:8]=[CH:7][C:5]([NH2:6])=[CH:4][CH:3]=1.[CH3:9][N:10]1[CH:14]=[C:13](B2OC(C)(C)C(C)(C)O2)[CH:12]=[N:11]1.C([O-])([O-])=O.[K+].[K+]. Product: [CH3:9][N:10]1[CH:14]=[C:13]([C:2]2[CH:8]=[CH:7][C:5]([NH2:6])=[CH:4][CH:3]=2)[CH:12]=[N:11]1. The catalyst class is: 117. (3) Reactant: [F:1][C:2]1[C:22]([C:23]([F:26])([F:25])[F:24])=[CH:21][CH:20]=[CH:19][C:3]=1[C:4]([N:6]1[CH2:11][CH2:10][N:9](C(OC(C)(C)C)=O)[CH2:8][CH2:7]1)=[O:5].[ClH:27].O1CCOCC1. Product: [ClH:27].[F:1][C:2]1[C:22]([C:23]([F:26])([F:24])[F:25])=[CH:21][CH:20]=[CH:19][C:3]=1[C:4]([N:6]1[CH2:11][CH2:10][NH:9][CH2:8][CH2:7]1)=[O:5]. The catalyst class is: 5. (4) Reactant: C[N+]1([O-])CC[O:5]CC1.[CH3:9][C:10]([CH3:57])([CH:55]=[CH2:56])[CH2:11][C:12]1[N:13]=[C:14]([CH2:36][C:37]([C:42]2[CH:47]=[CH:46][C:45]([C:48]3[CH:53]=[CH:52][C:51]([F:54])=[CH:50][N:49]=3)=[CH:44][CH:43]=2)([OH:41])[CH:38]([F:40])[F:39])[N:15]([C:17]([C:30]2[CH:35]=[CH:34][CH:33]=[CH:32][CH:31]=2)([C:24]2[CH:29]=[CH:28][CH:27]=[CH:26][CH:25]=2)[C:18]2[CH:23]=[CH:22][CH:21]=[CH:20][CH:19]=2)[CH:16]=1.CC(C)=O.[OH2:62]. Product: [F:39][CH:38]([F:40])[C:37]([C:42]1[CH:43]=[CH:44][C:45]([C:48]2[CH:53]=[CH:52][C:51]([F:54])=[CH:50][N:49]=2)=[CH:46][CH:47]=1)([OH:41])[CH2:36][C:14]1[N:15]([C:17]([C:30]2[CH:35]=[CH:34][CH:33]=[CH:32][CH:31]=2)([C:24]2[CH:25]=[CH:26][CH:27]=[CH:28][CH:29]=2)[C:18]2[CH:19]=[CH:20][CH:21]=[CH:22][CH:23]=2)[CH:16]=[C:12]([CH2:11][C:10]([CH3:57])([CH3:9])[CH:55]([OH:5])[CH2:56][OH:62])[N:13]=1. The catalyst class is: 771. (5) Reactant: [Br:1][CH2:2][CH2:3][CH2:4][CH2:5][CH2:6][C:7]([C-:9]1[CH:13]=[CH:12][CH:11]=[CH:10]1)=O.[C-:14]1([C:19](=O)[CH2:20][CH2:21][CH2:22][CH2:23][CH2:24][Br:25])[CH:18]=[CH:17][CH:16]=[CH:15]1.[Fe+2:27]. Product: [Br:1][CH2:2][CH2:3][CH2:4][CH2:5][CH2:6][CH2:7][C-:9]1[CH:10]=[CH:11][CH:12]=[CH:13]1.[C-:14]1([CH2:19][CH2:20][CH2:21][CH2:22][CH2:23][CH2:24][Br:25])[CH:18]=[CH:17][CH:16]=[CH:15]1.[Fe+2:27]. The catalyst class is: 1.